Predict the product of the given reaction. From a dataset of Forward reaction prediction with 1.9M reactions from USPTO patents (1976-2016). (1) Given the reactants [CH3:1][C@@:2]12[C@H:13]3[CH2:14][CH2:15][C@:16]4([CH3:27])[C@@:21]5([O:26][C:24](=[O:25])[CH2:23][CH2:22]5)[C@@H:20]5[C@@H:18]([CH2:19]5)[C@H:17]4[C@@H:12]3[C@@H:11]3[C@@H:9]([CH2:10]3)[C:8]1=[CH:7][C:5](=[O:6])[CH2:4][CH2:3]2.[CH2:28](O)C, predict the reaction product. The product is: [CH3:1][C@@:2]12[C@H:13]3[CH2:14][CH2:15][C@:16]4([CH3:27])[C@@:21]5([O:26][C:24](=[O:25])[CH2:23][CH2:22]5)[C@@H:20]5[C@@H:18]([CH2:19]5)[C@H:17]4[C@@H:12]3[C@@H:11]3[C@@H:9]([CH2:10]3)[C:8]1=[CH:7][C:5](=[O:6])[CH2:4][CH2:3]2.[CH3:22][C:23]([C:24]([O:26][CH3:21])=[O:25])=[CH2:28]. (2) Given the reactants [O:1]([C:8]1[CH:16]=[CH:15][CH:14]=[C:13]2[C:9]=1[C:10](I)=[N:11][NH:12]2)[C:2]1[CH:7]=[CH:6][CH:5]=[CH:4][CH:3]=1.[C:18]1(B(O)O)[CH:23]=[CH:22][CH:21]=[CH:20][CH:19]=1, predict the reaction product. The product is: [O:1]([C:8]1[CH:16]=[CH:15][CH:14]=[C:13]2[C:9]=1[C:10]([C:18]1[CH:23]=[CH:22][CH:21]=[CH:20][CH:19]=1)=[N:11][NH:12]2)[C:2]1[CH:7]=[CH:6][CH:5]=[CH:4][CH:3]=1. (3) Given the reactants [CH:1]1[CH:10]=[N:9][C:8]2[C:3](=[C:4]([N+:12]([O-:14])=[O:13])[CH:5]=[CH:6][C:7]=2[OH:11])[CH:2]=1.[CH2:15]([N:17]([CH2:21][CH3:22])[CH2:18][CH2:19][OH:20])[CH3:16], predict the reaction product. The product is: [CH:1]1[CH:10]=[N:9][C:8]2[C:3](=[C:4]([N+:12]([O-:14])=[O:13])[CH:5]=[CH:6][C:7]=2[OH:11])[CH:2]=1.[CH2:15]([N:17]([CH2:21][CH3:22])[CH2:18][CH2:19][OH:20])[CH3:16]. (4) Given the reactants C(N(CC)CC)C.Cl.[F:9][C:10]1[CH:11]=[CH:12][C:13]([CH3:23])=[C:14]2[C:18]=1[NH:17][C:16]([CH3:19])=[C:15]2[CH2:20][CH2:21][NH2:22].[Br:24][CH2:25][C:26](Cl)=[O:27], predict the reaction product. The product is: [Br:24][CH2:25][C:26]([NH:22][CH2:21][CH2:20][C:15]1[C:14]2[C:18](=[C:10]([F:9])[CH:11]=[CH:12][C:13]=2[CH3:23])[NH:17][C:16]=1[CH3:19])=[O:27]. (5) Given the reactants [CH3:1][O:2][C:3]1[CH:4]=[C:5]([N:18]2[CH:22]=[CH:21][CH:20]=[N:19]2)[CH:6]=[CH:7][C:8]=1B1OC(C)(C)C(C)(C)O1.ClC1N=NC(C2C=CC(N3C=CC=N3)=CC=2OC)=CC=1.Cl[C:44]1[N:49]=[N:48][C:47]([N:50]([CH3:61])[CH:51]2[CH2:56][C:55]([CH3:58])([CH3:57])[NH:54][C:53]([CH3:60])([CH3:59])[CH2:52]2)=[CH:46][CH:45]=1, predict the reaction product. The product is: [CH3:1][O:2][C:3]1[CH:4]=[C:5]([N:18]2[CH:22]=[CH:21][CH:20]=[N:19]2)[CH:6]=[CH:7][C:8]=1[C:44]1[N:49]=[N:48][C:47]([N:50]([CH3:61])[CH:51]2[CH2:56][C:55]([CH3:57])([CH3:58])[NH:54][C:53]([CH3:60])([CH3:59])[CH2:52]2)=[CH:46][CH:45]=1. (6) Given the reactants [Cl:1][C:2]1[CH:7]=[CH:6][C:5]([C:8]2[N:12]([CH:13]3[CH2:15][CH2:14]3)[C:11](=[O:16])[N:10]([CH:17]([CH3:21])[C:18]([OH:20])=O)[N:9]=2)=[CH:4][CH:3]=1.[C:22]1([C@H:32]([NH2:34])[CH3:33])[C:31]2[C:26](=[CH:27][CH:28]=[CH:29][CH:30]=2)[CH:25]=[CH:24][CH:23]=1.C1C=CC2N(O)N=NC=2C=1.CCN=C=NCCCN(C)C.Cl, predict the reaction product. The product is: [Cl:1][C:2]1[CH:3]=[CH:4][C:5]([C:8]2[N:12]([CH:13]3[CH2:14][CH2:15]3)[C:11](=[O:16])[N:10]([CH:17]([CH3:21])[C:18]([NH:34][C@@H:32]([C:22]3[C:31]4[C:26](=[CH:27][CH:28]=[CH:29][CH:30]=4)[CH:25]=[CH:24][CH:23]=3)[CH3:33])=[O:20])[N:9]=2)=[CH:6][CH:7]=1. (7) Given the reactants P(Cl)(Cl)([Cl:3])=O.[CH3:6][O:7][C:8]([C:10]1[CH:15]=[CH:14][C:13]([CH3:16])=[CH:12][N+:11]=1[O-])=[O:9].C([O-])([O-])=O.[K+].[K+], predict the reaction product. The product is: [Cl:3][C:12]1[N:11]=[C:10]([C:8]([O:7][CH3:6])=[O:9])[CH:15]=[CH:14][C:13]=1[CH3:16].[Cl:3][C:14]1[C:13]([CH3:16])=[CH:12][N:11]=[C:10]([C:8]([O:7][CH3:6])=[O:9])[CH:15]=1. (8) Given the reactants [CH3:1][O:2][C:3]1[CH:8]=[CH:7][C:6]([NH:9][C:10]([C:12]2[CH:17]=[CH:16][C:15]([C:18]3[CH:23]=[CH:22][CH:21]=[CH:20][CH:19]=3)=[CH:14][CH:13]=2)=[O:11])=[CH:5][C:4]=1[NH:24][C:25](=[O:35])[CH2:26][N:27]1[CH2:33][CH:32]2[O:34][CH:29]([CH2:30][CH2:31]2)[CH2:28]1.ClCC(NC1C=C(NC(C2C=CC(C3C=CC=CC=3)=CC=2)=O)C=CC=1OC)=O.O1C2(CCNC2)CC1.C(N(CC)CC)C, predict the reaction product. The product is: [CH3:1][O:2][C:3]1[CH:8]=[CH:7][C:6]([NH:9][C:10]([C:12]2[CH:13]=[CH:14][C:15]([C:18]3[CH:23]=[CH:22][CH:21]=[CH:20][CH:19]=3)=[CH:16][CH:17]=2)=[O:11])=[CH:5][C:4]=1[NH:24][C:25](=[O:35])[CH2:26][N:27]1[CH2:33][CH2:32][C:31]2([O:34][CH2:29][CH2:30]2)[CH2:28]1. (9) Given the reactants Cl[O-].[Na+].[C:4]([NH:8][CH2:9][CH3:10])([CH3:7])([CH3:6])[CH3:5].[S:11]1[C:15]2[CH:16]=[CH:17][CH:18]=[CH:19][C:14]=2[N:13]=[C:12]1[S:20][S:20][C:12]1[S:11][C:15]2[CH:16]=[CH:17][CH:18]=[CH:19][C:14]=2[N:13]=1.[OH-].[Na+], predict the reaction product. The product is: [CH2:9]([N:8]([C:4]([CH3:7])([CH3:6])[CH3:5])[S:20][C:12]1[S:11][C:15]2[CH:16]=[CH:17][CH:18]=[CH:19][C:14]=2[N:13]=1)[CH3:10].